The task is: Predict which catalyst facilitates the given reaction.. This data is from Catalyst prediction with 721,799 reactions and 888 catalyst types from USPTO. Reactant: C(OC(=O)[NH:7][CH:8]([C:26]1[CH:31]=[CH:30][C:29]([C:32]#[N:33])=[CH:28][C:27]=1[Br:34])[C:9]1[C:13](=[O:14])[CH2:12][CH2:11][C:10]=1[NH:15][C:16]1[CH:21]=[CH:20][N:19]=[C:18]([C:22]([F:25])([F:24])[F:23])[CH:17]=1)(C)(C)C.[ClH:36]. Product: [ClH:36].[NH2:7][CH:8]([C:9]1[C:13](=[O:14])[CH2:12][CH2:11][C:10]=1[NH:15][C:16]1[CH:21]=[CH:20][N:19]=[C:18]([C:22]([F:25])([F:24])[F:23])[CH:17]=1)[C:26]1[CH:31]=[CH:30][C:29]([C:32]#[N:33])=[CH:28][C:27]=1[Br:34]. The catalyst class is: 12.